Dataset: Full USPTO retrosynthesis dataset with 1.9M reactions from patents (1976-2016). Task: Predict the reactants needed to synthesize the given product. (1) The reactants are: [N:1]1([C:10]([NH:12][C:13]2[CH:18]=[CH:17][C:16]([CH2:19][C:20]([NH:22][C:23]3[CH:28]=[CH:27][C:26]([C@H:29]([CH3:36])[CH2:30][C:31]([O:33]CC)=[O:32])=[CH:25][CH:24]=3)=[O:21])=[CH:15][C:14]=2[O:37][CH3:38])=[O:11])[C:9]2[C:4](=[CH:5][CH:6]=[CH:7][CH:8]=2)[CH2:3][CH2:2]1.[OH-].[Na+]. Given the product [N:1]1([C:10]([NH:12][C:13]2[CH:18]=[CH:17][C:16]([CH2:19][C:20]([NH:22][C:23]3[CH:24]=[CH:25][C:26]([CH:29]([CH3:36])[CH2:30][C:31]([OH:33])=[O:32])=[CH:27][CH:28]=3)=[O:21])=[CH:15][C:14]=2[O:37][CH3:38])=[O:11])[C:9]2[C:4](=[CH:5][CH:6]=[CH:7][CH:8]=2)[CH2:3][CH2:2]1, predict the reactants needed to synthesize it. (2) Given the product [OH:29][C:28]([C:2]1[C:3]([CH3:20])=[C:4]([NH:12][C:13](=[O:19])[O:14][C:15]([CH3:18])([CH3:17])[CH3:16])[C:5]([CH3:11])=[C:6]([CH3:10])[C:7]=1[O:8][CH3:9])([C:30]1[CH:31]=[CH:32][C:33]([CH3:36])=[CH:34][CH:35]=1)[CH:27]([CH3:37])[CH3:26], predict the reactants needed to synthesize it. The reactants are: Br[C:2]1[C:3]([CH3:20])=[C:4]([NH:12][C:13](=[O:19])[O:14][C:15]([CH3:18])([CH3:17])[CH3:16])[C:5]([CH3:11])=[C:6]([CH3:10])[C:7]=1[O:8][CH3:9].C([Li])CCC.[CH3:26][CH:27]([CH3:37])[C:28]([C:30]1[CH:35]=[CH:34][C:33]([CH3:36])=[CH:32][CH:31]=1)=[O:29].O. (3) Given the product [Br:20][C:10]1[CH:11]=[C:12]2[C:7](=[CH:8][CH:9]=1)[NH:6][C:5](=[O:21])[C:4]([C:1](=[O:3])[CH:2]=[CH:22][C:23]1[CH:28]=[CH:27][CH:26]=[CH:25][CH:24]=1)=[C:13]2[C:14]1[CH:15]=[N:16][CH:17]=[CH:18][CH:19]=1, predict the reactants needed to synthesize it. The reactants are: [C:1]([C:4]1[C:5](=[O:21])[NH:6][C:7]2[C:12]([C:13]=1[C:14]1[CH:15]=[N:16][CH:17]=[CH:18][CH:19]=1)=[CH:11][C:10]([Br:20])=[CH:9][CH:8]=2)(=[O:3])[CH3:2].[CH:22](=O)[C:23]1[CH:28]=[CH:27][CH:26]=[CH:25][CH:24]=1.[OH-].[Na+]. (4) Given the product [CH2:1]([O:3][C:4]([C:6]1[S:14][C:9]2=[CH:10][N:11]=[CH:12][CH:13]=[C:8]2[C:7]=1[NH:15][C:16]1[CH:21]=[CH:20][C:19]([I:24])=[CH:18][C:17]=1[F:23])=[O:5])[CH3:2], predict the reactants needed to synthesize it. The reactants are: [CH2:1]([O:3][C:4]([C:6]1[S:14][C:9]2=[CH:10][N:11]=[CH:12][CH:13]=[C:8]2[C:7]=1[NH:15][C:16]1[CH:21]=[CH:20][C:19](Br)=[CH:18][C:17]=1[F:23])=[O:5])[CH3:2].[I-:24].[Na+].CN[C@@H]1CCCC[C@H]1NC. (5) Given the product [CH3:8][O:9][N:10]([CH2:11][CH2:12][CH2:13][CH2:14][N:15]1[C:27]2[C:26]3[CH:25]=[CH:24][CH:23]=[CH:22][C:21]=3[N:20]=[CH:19][C:18]=2[N:17]=[C:16]1[CH2:28][CH2:29][CH3:30])[C:31](=[O:33])[CH3:32], predict the reactants needed to synthesize it. The reactants are: C(N(CC)CC)C.[CH3:8][O:9][NH:10][CH2:11][CH2:12][CH2:13][CH2:14][N:15]1[C:27]2[C:26]3[CH:25]=[CH:24][CH:23]=[CH:22][C:21]=3[N:20]=[CH:19][C:18]=2[N:17]=[C:16]1[CH2:28][CH2:29][CH3:30].[C:31](OC(=O)C)(=[O:33])[CH3:32].